Task: Regression. Given a peptide amino acid sequence and an MHC pseudo amino acid sequence, predict their binding affinity value. This is MHC class I binding data.. Dataset: Peptide-MHC class I binding affinity with 185,985 pairs from IEDB/IMGT (1) The peptide sequence is YMKKRYEEF. The MHC is HLA-C04:01 with pseudo-sequence HLA-C04:01. The binding affinity (normalized) is 0.213. (2) The peptide sequence is RYRTAVCGL. The MHC is HLA-C04:01 with pseudo-sequence HLA-C04:01. The binding affinity (normalized) is 0.213. (3) The peptide sequence is IARIENEMK. The MHC is HLA-A33:01 with pseudo-sequence HLA-A33:01. The binding affinity (normalized) is 0. (4) The peptide sequence is YRYGFVANF. The MHC is HLA-B73:01 with pseudo-sequence HLA-B73:01. The binding affinity (normalized) is 0.0847. (5) The peptide sequence is ATDYIASGQR. The MHC is HLA-A03:01 with pseudo-sequence HLA-A03:01. The binding affinity (normalized) is 0.538.